This data is from Reaction yield outcomes from USPTO patents with 853,638 reactions. The task is: Predict the reaction yield, written as a fraction of the theoretical maximum amount of product (1.0 means a 100% yield; for example, 0.34 means a 34% yield). (1) The reactants are [Br:1][C:2]1[CH:3]=[C:4]([CH:17]([O:19][Si:20]([C:23]([CH3:26])([CH3:25])[CH3:24])([CH3:22])[CH3:21])[CH3:18])[CH:5]=[C:6](B2OC(C)(C)C(C)(C)O2)[CH:7]=1.[NH:27]1[C:31]2=[N:32][CH:33]=[CH:34][CH:35]=[C:30]2[C:29]([C:36]([O:38][CH3:39])=[O:37])=[N:28]1. No catalyst specified. The product is [Br:1][C:2]1[CH:7]=[C:6]([N:27]2[C:31]3=[N:32][CH:33]=[CH:34][CH:35]=[C:30]3[C:29]([C:36]([O:38][CH3:39])=[O:37])=[N:28]2)[CH:5]=[C:4]([CH:17]([O:19][Si:20]([C:23]([CH3:24])([CH3:25])[CH3:26])([CH3:21])[CH3:22])[CH3:18])[CH:3]=1. The yield is 0.360. (2) The reactants are [Cl:1][C:2]1[C:3]2[CH:16]=[N:15][N:14]([CH3:17])[C:4]=2[NH:5][C:6](=[O:13])[C:7]=1[C:8]([O:10][CH2:11][CH3:12])=[O:9].[F:18][C:19]([F:32])([F:31])[S:20](O[S:20]([C:19]([F:32])([F:31])[F:18])(=[O:22])=[O:21])(=[O:22])=[O:21]. The catalyst is C(Cl)Cl.C(C1C=C(C)C=C(C(C)(C)C)N=1)(C)(C)C.CCOC(C)=O. The product is [Cl:1][C:2]1[C:7]([C:8]([O:10][CH2:11][CH3:12])=[O:9])=[C:6]([O:13][S:20]([C:19]([F:32])([F:31])[F:18])(=[O:22])=[O:21])[N:5]=[C:4]2[N:14]([CH3:17])[N:15]=[CH:16][C:3]=12. The yield is 0.920.